This data is from Forward reaction prediction with 1.9M reactions from USPTO patents (1976-2016). The task is: Predict the product of the given reaction. (1) Given the reactants Cl[C:2](=[N:10][N:11]=[C:12](Cl)[C:13]1[CH:18]=[CH:17][CH:16]=[CH:15][CH:14]=1)[C:3]1[CH:8]=[CH:7][CH:6]=[CH:5][C:4]=1[CH3:9].[CH3:20][C:21]1[CH:27]=[CH:26][CH:25]=[C:24]([CH3:28])[C:22]=1[NH2:23].CN(C)C1C=CC=CC=1.Cl, predict the reaction product. The product is: [CH3:9][C:4]1[CH:5]=[CH:6][CH:7]=[CH:8][C:3]=1[C:2]1[N:23]([C:22]2[C:24]([CH3:28])=[CH:25][CH:26]=[CH:27][C:21]=2[CH3:20])[C:12]([C:13]2[CH:18]=[CH:17][CH:16]=[CH:15][CH:14]=2)=[N:11][N:10]=1. (2) Given the reactants [C:1]([C:5]1[CH:25]=[CH:24][C:8]([CH2:9][S:10][C:11]2[O:12][C:13]3[C:18]([C:19](=[O:23])[C:20]=2[CH2:21][OH:22])=[CH:17][CH:16]=[CH:15][CH:14]=3)=[CH:7][CH:6]=1)([CH3:4])([CH3:3])[CH3:2].[C:26]1(C)[C:27]([S:32](Cl)(=[O:34])=[O:33])=[CH:28][CH:29]=[CH:30][CH:31]=1.[CH2:37](N(CC)CC)C, predict the reaction product. The product is: [C:1]([C:5]1[CH:25]=[CH:24][C:8]([CH2:9][S:10][C:11]2[O:12][C:13]3[C:18]([C:19](=[O:23])[C:20]=2[CH2:21][O:22][S:32]([C:27]2[CH:26]=[CH:31][C:30]([CH3:37])=[CH:29][CH:28]=2)(=[O:33])=[O:34])=[CH:17][CH:16]=[CH:15][CH:14]=3)=[CH:7][CH:6]=1)([CH3:4])([CH3:2])[CH3:3]. (3) Given the reactants C([O:3][C:4]([C:6]1[C:7]([C:11]([F:14])([F:13])[F:12])=[N:8][O:9][CH:10]=1)=[O:5])C.Cl.O, predict the reaction product. The product is: [F:14][C:11]([F:12])([F:13])[C:7]1[C:6]([C:4]([OH:5])=[O:3])=[CH:10][O:9][N:8]=1. (4) Given the reactants [CH2:1]([O:3][C:4]([CH:6]1[CH2:8][CH:7]1[C:9]1[CH:14]=[CH:13][C:12]([N:15]2[CH2:19][C:18](=[O:20])[N:17](CC[Si](C)(C)C)[S:16]2(=[O:28])=[O:27])=[C:11]([O:29][CH2:30][C:31]2[CH:36]=[CH:35][CH:34]=[CH:33][CH:32]=2)[CH:10]=1)=[O:5])[CH3:2].CCCC[N+](CCCC)(CCCC)CCCC.[F-], predict the reaction product. The product is: [CH2:1]([O:3][C:4]([CH:6]1[CH2:8][CH:7]1[C:9]1[CH:14]=[CH:13][C:12]([N:15]2[CH2:19][C:18](=[O:20])[NH:17][S:16]2(=[O:27])=[O:28])=[C:11]([O:29][CH2:30][C:31]2[CH:32]=[CH:33][CH:34]=[CH:35][CH:36]=2)[CH:10]=1)=[O:5])[CH3:2].